This data is from NCI-60 drug combinations with 297,098 pairs across 59 cell lines. The task is: Regression. Given two drug SMILES strings and cell line genomic features, predict the synergy score measuring deviation from expected non-interaction effect. (1) Drug 1: C1CNP(=O)(OC1)N(CCCl)CCCl. Drug 2: C1=CC=C(C=C1)NC(=O)CCCCCCC(=O)NO. Cell line: HT29. Synergy scores: CSS=54.6, Synergy_ZIP=5.28, Synergy_Bliss=6.69, Synergy_Loewe=-36.7, Synergy_HSA=2.66. (2) Drug 1: C1CCC(C1)C(CC#N)N2C=C(C=N2)C3=C4C=CNC4=NC=N3. Drug 2: CCC1=C2CN3C(=CC4=C(C3=O)COC(=O)C4(CC)O)C2=NC5=C1C=C(C=C5)O. Cell line: NCI-H322M. Synergy scores: CSS=7.65, Synergy_ZIP=-0.814, Synergy_Bliss=0.179, Synergy_Loewe=-7.29, Synergy_HSA=-0.538. (3) Drug 1: CC1=C(C(=CC=C1)Cl)NC(=O)C2=CN=C(S2)NC3=CC(=NC(=N3)C)N4CCN(CC4)CCO. Drug 2: CC(C)CN1C=NC2=C1C3=CC=CC=C3N=C2N. Cell line: HOP-62. Synergy scores: CSS=-0.0360, Synergy_ZIP=1.05, Synergy_Bliss=1.45, Synergy_Loewe=-2.85, Synergy_HSA=-2.60. (4) Drug 1: C1=CC(=C2C(=C1NCCNCCO)C(=O)C3=C(C=CC(=C3C2=O)O)O)NCCNCCO. Drug 2: CCN(CC)CCCC(C)NC1=C2C=C(C=CC2=NC3=C1C=CC(=C3)Cl)OC. Cell line: RXF 393. Synergy scores: CSS=37.0, Synergy_ZIP=0.473, Synergy_Bliss=4.27, Synergy_Loewe=6.66, Synergy_HSA=8.49. (5) Drug 1: CN1CCC(CC1)COC2=C(C=C3C(=C2)N=CN=C3NC4=C(C=C(C=C4)Br)F)OC. Drug 2: CS(=O)(=O)OCCCCOS(=O)(=O)C. Cell line: NCI-H322M. Synergy scores: CSS=24.1, Synergy_ZIP=2.10, Synergy_Bliss=3.82, Synergy_Loewe=-42.0, Synergy_HSA=0.445. (6) Drug 1: C1=CC(=C2C(=C1NCCNCCO)C(=O)C3=C(C=CC(=C3C2=O)O)O)NCCNCCO. Drug 2: CNC(=O)C1=NC=CC(=C1)OC2=CC=C(C=C2)NC(=O)NC3=CC(=C(C=C3)Cl)C(F)(F)F. Cell line: HOP-92. Synergy scores: CSS=41.3, Synergy_ZIP=-6.31, Synergy_Bliss=-3.14, Synergy_Loewe=-5.90, Synergy_HSA=0.179.